From a dataset of Full USPTO retrosynthesis dataset with 1.9M reactions from patents (1976-2016). Predict the reactants needed to synthesize the given product. (1) Given the product [Cl:1][C:2]1[CH:7]=[CH:6][C:5]([C:8]2[C:13]([C@H:14]([OH:19])[C:15]([O:17][CH3:18])=[O:16])=[C:12]([CH3:20])[N:11]=[C:10]3[NH:21][C:22]([CH3:25])=[C:23]([CH3:24])[C:9]=23)=[CH:4][CH:3]=1, predict the reactants needed to synthesize it. The reactants are: [Cl:1][C:2]1[CH:7]=[CH:6][C:5]([C:8]2[C:13]([C:14](=[O:19])[C:15]([O:17][CH3:18])=[O:16])=[C:12]([CH3:20])[N:11]=[C:10]3[NH:21][C:22]([CH3:25])=[C:23]([CH3:24])[C:9]=23)=[CH:4][CH:3]=1.[B]1OC2C(=CC=CC=2)O1.C(=O)([O-])[O-].[K+].[K+]. (2) Given the product [CH3:20][C:7]1[C:8]([C:14]2[CH:15]=[CH:16][CH:17]=[CH:18][CH:19]=2)=[C:9]([O:13][C:24]2[CH:31]=[CH:30][C:27]([CH:28]=[O:29])=[CH:26][CH:25]=2)[C:10]2[C:5]([CH:6]=1)=[CH:4][C:3]([O:2][CH3:1])=[CH:12][CH:11]=2, predict the reactants needed to synthesize it. The reactants are: [CH3:1][O:2][C:3]1[CH:4]=[C:5]2[C:10](=[CH:11][CH:12]=1)[C:9]([OH:13])=[C:8]([C:14]1[CH:19]=[CH:18][CH:17]=[CH:16][CH:15]=1)[C:7]([CH3:20])=[CH:6]2.[H-].[Na+].F[C:24]1[CH:31]=[CH:30][C:27]([CH:28]=[O:29])=[CH:26][CH:25]=1.